This data is from Plasma protein binding rate (PPBR) regression data from AstraZeneca. The task is: Regression/Classification. Given a drug SMILES string, predict its absorption, distribution, metabolism, or excretion properties. Task type varies by dataset: regression for continuous measurements (e.g., permeability, clearance, half-life) or binary classification for categorical outcomes (e.g., BBB penetration, CYP inhibition). For this dataset (ppbr_az), we predict Y. (1) The compound is Cc1onc(-c2c(Cl)cccc2Cl)c1CC(=O)NCc1ccc(OCC(F)(F)F)nc1. The Y is 99.1 %. (2) The drug is COc1cc(-c2ccncc2)cc2cnc(Nc3ccc([C@@H](C)NC(C)=O)cc3)nc12. The Y is 96.6 %. (3) The compound is Cc1cc(-c2cc(=O)[nH]c(NCc3cccc4ccccc34)n2)ccn1. The Y is 99.8 %. (4) The Y is 79.9 %. The molecule is Nc1nc2nc(-c3cccs3)cc(C(F)(F)F)n2n1. (5) The compound is CC[C@H]1CN(Cc2cc(Cl)ccc2OCC(=O)O)CCN1S(=O)(=O)c1ccccc1. The Y is 99.3 %. (6) The molecule is C[C@H](Oc1ccc(Cl)cc1CN1CCN(C(=O)Cc2ccc(Cl)cc2)[C@@H](C)C1)C(=O)O. The Y is 97.4 %. (7) The compound is O=C(NCc1ccc(F)c(C(F)(F)F)c1)C1c2ccccc2C(=O)N1CCc1ncc(F)cn1. The Y is 95.2 %.